Dataset: HIV replication inhibition screening data with 41,000+ compounds from the AIDS Antiviral Screen. Task: Binary Classification. Given a drug SMILES string, predict its activity (active/inactive) in a high-throughput screening assay against a specified biological target. (1) The compound is CC1CC[N+]2(C)CCCC12. The result is 0 (inactive). (2) The compound is CN(C)CCCN1C(=O)N(CCCN(C)C)c2c3cc(O)ccc3nc3c([N+](=O)[O-])ccc1c23.Cl. The result is 0 (inactive). (3) The molecule is CC=C(I)CBr. The result is 0 (inactive). (4) The molecule is CC(O)C(O)C(O)C(O)c1nc2ccccc2[nH]1. The result is 0 (inactive). (5) The compound is CC(Oc1ccc(OCC2CCCCC2)cc1)C(=O)NCCO. The result is 0 (inactive).